From a dataset of HIV replication inhibition screening data with 41,000+ compounds from the AIDS Antiviral Screen. Binary Classification. Given a drug SMILES string, predict its activity (active/inactive) in a high-throughput screening assay against a specified biological target. (1) The drug is OC(c1ccc(F)cc1)C(F)(F)c1nc2ccccc2o1. The result is 0 (inactive). (2) The compound is CONC1CC(n2cc(C)c(=O)[nH]c2=O)OC1CO. The result is 0 (inactive). (3) The drug is CCOC(=O)c1cc2c(ccc3cc(C(=O)OCC)[nH]c32)[nH]1. The result is 0 (inactive). (4) The molecule is CCCc1c(C)c(O)nc2c1C(=O)c1c(nc(O)c(C)c1CCC)C2=O. The result is 0 (inactive). (5) The compound is Clc1cc2ncn(C3CCCCO3)c2cc1Cl. The result is 0 (inactive). (6) The drug is C=Cc1ccc(C)[n+](C[Si](C)(C)O[Si](C)(C)C[n+]2cc(C=C)ccc2C)c1.[I-]. The result is 0 (inactive).